This data is from Full USPTO retrosynthesis dataset with 1.9M reactions from patents (1976-2016). The task is: Predict the reactants needed to synthesize the given product. Given the product [F:16][C:17]1[C:22]([F:23])=[CH:21][CH:20]=[CH:19][C:18]=1[C:24]1[N:25]=[C:26]([N:29]2[CH2:34][CH2:33][N:32]([C:8]([NH:7][C:3]3[CH:2]=[N:1][CH:6]=[CH:5][CH:4]=3)=[O:15])[CH2:31][CH2:30]2)[S:27][CH:28]=1, predict the reactants needed to synthesize it. The reactants are: [N:1]1[CH:6]=[CH:5][CH:4]=[C:3]([NH:7][C:8](=[O:15])OCC(Cl)(Cl)Cl)[CH:2]=1.[F:16][C:17]1[C:22]([F:23])=[CH:21][CH:20]=[CH:19][C:18]=1[C:24]1[N:25]=[C:26]([N:29]2[CH2:34][CH2:33][NH:32][CH2:31][CH2:30]2)[S:27][CH:28]=1.C(N(C(C)C)CC)(C)C.O.